Dataset: NCI-60 drug combinations with 297,098 pairs across 59 cell lines. Task: Regression. Given two drug SMILES strings and cell line genomic features, predict the synergy score measuring deviation from expected non-interaction effect. (1) Drug 1: C(CN)CNCCSP(=O)(O)O. Drug 2: CC1C(C(CC(O1)OC2CC(CC3=C2C(=C4C(=C3O)C(=O)C5=CC=CC=C5C4=O)O)(C(=O)C)O)N)O. Cell line: MCF7. Synergy scores: CSS=35.7, Synergy_ZIP=2.10, Synergy_Bliss=2.24, Synergy_Loewe=-23.6, Synergy_HSA=2.24. (2) Drug 1: C1CCN(CC1)CCOC2=CC=C(C=C2)C(=O)C3=C(SC4=C3C=CC(=C4)O)C5=CC=C(C=C5)O. Drug 2: C1=CC(=CC=C1C#N)C(C2=CC=C(C=C2)C#N)N3C=NC=N3. Cell line: 786-0. Synergy scores: CSS=5.43, Synergy_ZIP=-2.67, Synergy_Bliss=-2.76, Synergy_Loewe=1.22, Synergy_HSA=-1.26.